Dataset: Forward reaction prediction with 1.9M reactions from USPTO patents (1976-2016). Task: Predict the product of the given reaction. (1) Given the reactants [NH2:1][C:2]1[CH:7]=[CH:6][C:5]([C:8]2[CH:13]=[CH:12][CH:11]=[C:10]([CH2:14][N:15]([CH3:27])[C:16](=[O:26])[CH2:17][NH:18][C:19](=[O:25])[O:20][C:21]([CH3:24])([CH3:23])[CH3:22])[CH:9]=2)=[CH:4][CH:3]=1.[C:28](O)(=[O:35])[C:29]1[CH:34]=[CH:33][CH:32]=[N:31][CH:30]=1.CCN=C=NCCCN(C)C.Cl.C1C=CC2N(O)N=NC=2C=1, predict the reaction product. The product is: [CH3:27][N:15]([CH2:14][C:10]1[CH:9]=[C:8]([C:5]2[CH:6]=[CH:7][C:2]([NH:1][C:28]([C:29]3[CH:30]=[N:31][CH:32]=[CH:33][CH:34]=3)=[O:35])=[CH:3][CH:4]=2)[CH:13]=[CH:12][CH:11]=1)[C:16](=[O:26])[CH2:17][NH:18][C:19](=[O:25])[O:20][C:21]([CH3:23])([CH3:24])[CH3:22]. (2) Given the reactants [NH2:1][C:2]1[CH:11]=[CH:10][C:5]([C:6]([O:8][CH3:9])=[O:7])=[C:4]([Cl:12])[C:3]=1[I:13].NC1C(I)=C[C:18]([C:19]([O:21][CH3:22])=O)=[C:17](Cl)C=1.NC1C(CCCOC)=CC(C(OC)=O)=C(Cl)C=1, predict the reaction product. The product is: [NH2:1][C:2]1[C:11]([CH2:17][CH2:18][CH2:19][O:21][CH3:22])=[CH:10][C:5]([C:6]([O:8][CH3:9])=[O:7])=[C:4]([Cl:12])[C:3]=1[I:13].